Dataset: NCI-60 drug combinations with 297,098 pairs across 59 cell lines. Task: Regression. Given two drug SMILES strings and cell line genomic features, predict the synergy score measuring deviation from expected non-interaction effect. (1) Drug 1: COC1=NC(=NC2=C1N=CN2C3C(C(C(O3)CO)O)O)N. Drug 2: B(C(CC(C)C)NC(=O)C(CC1=CC=CC=C1)NC(=O)C2=NC=CN=C2)(O)O. Cell line: HOP-62. Synergy scores: CSS=26.8, Synergy_ZIP=-3.39, Synergy_Bliss=-2.90, Synergy_Loewe=-67.1, Synergy_HSA=-8.52. (2) Drug 2: N.N.Cl[Pt+2]Cl. Cell line: UACC62. Synergy scores: CSS=14.8, Synergy_ZIP=-4.24, Synergy_Bliss=-1.58, Synergy_Loewe=-0.548, Synergy_HSA=-0.132. Drug 1: CC(CN1CC(=O)NC(=O)C1)N2CC(=O)NC(=O)C2. (3) Drug 1: CCC1=CC2CC(C3=C(CN(C2)C1)C4=CC=CC=C4N3)(C5=C(C=C6C(=C5)C78CCN9C7C(C=CC9)(C(C(C8N6C)(C(=O)OC)O)OC(=O)C)CC)OC)C(=O)OC.C(C(C(=O)O)O)(C(=O)O)O. Drug 2: CC1C(C(CC(O1)OC2CC(CC3=C2C(=C4C(=C3O)C(=O)C5=C(C4=O)C(=CC=C5)OC)O)(C(=O)CO)O)N)O.Cl. Cell line: K-562. Synergy scores: CSS=39.5, Synergy_ZIP=-2.83, Synergy_Bliss=-0.772, Synergy_Loewe=0.00701, Synergy_HSA=2.37. (4) Drug 1: CC(C1=C(C=CC(=C1Cl)F)Cl)OC2=C(N=CC(=C2)C3=CN(N=C3)C4CCNCC4)N. Drug 2: CCC1(CC2CC(C3=C(CCN(C2)C1)C4=CC=CC=C4N3)(C5=C(C=C6C(=C5)C78CCN9C7C(C=CC9)(C(C(C8N6C=O)(C(=O)OC)O)OC(=O)C)CC)OC)C(=O)OC)O.OS(=O)(=O)O. Cell line: SK-MEL-2. Synergy scores: CSS=34.2, Synergy_ZIP=4.02, Synergy_Bliss=3.63, Synergy_Loewe=-39.3, Synergy_HSA=2.01.